From a dataset of Reaction yield outcomes from USPTO patents with 853,638 reactions. Predict the reaction yield, written as a fraction of the theoretical maximum amount of product (1.0 means a 100% yield; for example, 0.34 means a 34% yield). The reactants are [Cl:1][C:2]1[CH:3]=[C:4]([CH:10]([CH3:14])[C:11]([OH:13])=O)[CH:5]=[CH:6][C:7]=1[C:8]#[N:9].[CH3:15][CH:16]1[CH2:21][CH2:20][N:19]([C:22]2[C:27]([CH2:28][NH2:29])=[CH:26][CH:25]=[C:24]([C:30]([F:33])([F:32])[F:31])[N:23]=2)[CH2:18][CH2:17]1.C(N=C=NCCCN(C)C)C.ON1C2C=CC=CC=2N=N1.C(N(CC)CC)C. The catalyst is C(#N)C.C(OCC)(=O)C. The product is [Cl:1][C:2]1[CH:3]=[C:4]([CH:10]([CH3:14])[C:11]([NH:29][CH2:28][C:27]2[C:22]([N:19]3[CH2:20][CH2:21][CH:16]([CH3:15])[CH2:17][CH2:18]3)=[N:23][C:24]([C:30]([F:33])([F:31])[F:32])=[CH:25][CH:26]=2)=[O:13])[CH:5]=[CH:6][C:7]=1[C:8]#[N:9]. The yield is 0.990.